From a dataset of SARS-CoV-2 main protease (3CLPro) crystallographic fragment screen with 879 compounds. Binary Classification. Given a drug SMILES string, predict its activity (active/inactive) in a high-throughput screening assay against a specified biological target. The drug is O=C(CCl)NCc1cc(Br)cs1. The result is 0 (inactive).